From a dataset of Peptide-MHC class I binding affinity with 185,985 pairs from IEDB/IMGT. Regression. Given a peptide amino acid sequence and an MHC pseudo amino acid sequence, predict their binding affinity value. This is MHC class I binding data. (1) The peptide sequence is AEIEDLIFL. The MHC is BoLA-T2b with pseudo-sequence BoLA-T2b. The binding affinity (normalized) is 0.501. (2) The peptide sequence is TMSIYIAVA. The MHC is HLA-A02:02 with pseudo-sequence HLA-A02:02. The binding affinity (normalized) is 0.594. (3) The peptide sequence is VSLGAISFW. The MHC is Mamu-A01 with pseudo-sequence Mamu-A01. The binding affinity (normalized) is 0.371. (4) The peptide sequence is TQGYFPDWQNY. The MHC is HLA-A23:01 with pseudo-sequence HLA-A23:01. The binding affinity (normalized) is 0.0267. (5) The peptide sequence is KGKAAAFAK. The MHC is HLA-B08:01 with pseudo-sequence HLA-B08:01. The binding affinity (normalized) is 0. (6) The peptide sequence is YIVKYPNL. The MHC is H-2-Kb with pseudo-sequence H-2-Kb. The binding affinity (normalized) is 0.584. (7) The peptide sequence is AFDWPELEF. The MHC is HLA-A69:01 with pseudo-sequence HLA-A69:01. The binding affinity (normalized) is 0.0847. (8) The peptide sequence is HHSDDALFI. The MHC is HLA-A02:11 with pseudo-sequence HLA-A02:11. The binding affinity (normalized) is 0.0847. (9) The peptide sequence is SRYFGNVRLR. The MHC is HLA-A68:01 with pseudo-sequence HLA-A68:01. The binding affinity (normalized) is 0.213.